From a dataset of Catalyst prediction with 721,799 reactions and 888 catalyst types from USPTO. Predict which catalyst facilitates the given reaction. (1) Reactant: [Cl:1][C:2]1[CH:3]=[CH:4][C:5]([N+:9]([O-:11])=[O:10])=[C:6]([CH:8]=1)[NH2:7].[Br:12]N1C(=O)CCC1=O.O. Product: [Br:12][C:3]1[C:2]([Cl:1])=[CH:8][C:6]([NH2:7])=[C:5]([N+:9]([O-:11])=[O:10])[CH:4]=1. The catalyst class is: 15. (2) Reactant: [CH:1]1[C:6]([NH2:7])=[CH:5][CH:4]=[C:3]([S:8]([NH:11][C:12]2[S:16][CH:15]=[CH:14][N:13]=2)(=[O:10])=[O:9])[CH:2]=1.N1C=CC=CC=1.[Cl:23][CH:24]([C:28]1[CH:33]=[CH:32][CH:31]=[CH:30][CH:29]=1)[C:25](Cl)=[O:26]. Product: [Cl:23][CH:24]([C:28]1[CH:33]=[CH:32][CH:31]=[CH:30][CH:29]=1)[C:25]([NH:7][C:6]1[CH:1]=[CH:2][C:3]([S:8](=[O:10])(=[O:9])[NH:11][C:12]2[S:16][CH:15]=[CH:14][N:13]=2)=[CH:4][CH:5]=1)=[O:26]. The catalyst class is: 2. (3) Reactant: [Cl:1][C:2]1[N:7]=[C:6](Cl)[CH:5]=[CH:4][N:3]=1.[NH2:9][C:10]1[CH:15]=[CH:14][CH:13]=[CH:12][CH:11]=1.CCN(C(C)C)C(C)C. Product: [Cl:1][C:2]1[N:7]=[C:6]([NH:9][C:10]2[CH:15]=[CH:14][CH:13]=[CH:12][CH:11]=2)[CH:5]=[CH:4][N:3]=1. The catalyst class is: 114.